From a dataset of NCI-60 drug combinations with 297,098 pairs across 59 cell lines. Regression. Given two drug SMILES strings and cell line genomic features, predict the synergy score measuring deviation from expected non-interaction effect. (1) Drug 1: CC(CN1CC(=O)NC(=O)C1)N2CC(=O)NC(=O)C2. Drug 2: C1C(C(OC1N2C=C(C(=O)NC2=O)F)CO)O. Cell line: SNB-19. Synergy scores: CSS=27.8, Synergy_ZIP=-5.86, Synergy_Bliss=-7.38, Synergy_Loewe=-5.64, Synergy_HSA=-3.97. (2) Drug 1: C1C(C(OC1N2C=C(C(=O)NC2=O)F)CO)O. Drug 2: C1C(C(OC1N2C=NC3=C(N=C(N=C32)Cl)N)CO)O. Cell line: SF-539. Synergy scores: CSS=28.9, Synergy_ZIP=-5.97, Synergy_Bliss=-8.53, Synergy_Loewe=-4.23, Synergy_HSA=-3.18. (3) Drug 1: CS(=O)(=O)CCNCC1=CC=C(O1)C2=CC3=C(C=C2)N=CN=C3NC4=CC(=C(C=C4)OCC5=CC(=CC=C5)F)Cl. Drug 2: CC12CCC3C(C1CCC2OP(=O)(O)O)CCC4=C3C=CC(=C4)OC(=O)N(CCCl)CCCl.[Na+]. Cell line: UO-31. Synergy scores: CSS=12.1, Synergy_ZIP=-5.93, Synergy_Bliss=-7.09, Synergy_Loewe=-63.8, Synergy_HSA=-14.0. (4) Drug 1: C1CC(C1)(C(=O)O)C(=O)O.[NH2-].[NH2-].[Pt+2]. Drug 2: C(CN)CNCCSP(=O)(O)O. Cell line: DU-145. Synergy scores: CSS=26.8, Synergy_ZIP=-9.96, Synergy_Bliss=-7.10, Synergy_Loewe=-27.5, Synergy_HSA=-5.91.